Dataset: CYP2C19 inhibition data for predicting drug metabolism from PubChem BioAssay. Task: Regression/Classification. Given a drug SMILES string, predict its absorption, distribution, metabolism, or excretion properties. Task type varies by dataset: regression for continuous measurements (e.g., permeability, clearance, half-life) or binary classification for categorical outcomes (e.g., BBB penetration, CYP inhibition). Dataset: cyp2c19_veith. The drug is CC(C)c1ccc(-c2nn(-c3ccccc3)cc2C2C(C#N)=C(N)OC3=C2C(=O)CC(C)(C)C3)cc1. The result is 1 (inhibitor).